From a dataset of CYP1A2 inhibition data for predicting drug metabolism from PubChem BioAssay. Regression/Classification. Given a drug SMILES string, predict its absorption, distribution, metabolism, or excretion properties. Task type varies by dataset: regression for continuous measurements (e.g., permeability, clearance, half-life) or binary classification for categorical outcomes (e.g., BBB penetration, CYP inhibition). Dataset: cyp1a2_veith. (1) The compound is CCCCCCCCCCCCC/C=C\[C@@H](O)[C@H](CO)NC(C)=O. The result is 1 (inhibitor). (2) The compound is c1ccc(CNc2ncnc3ccc(-c4cccnc4)cc23)cc1. The result is 1 (inhibitor). (3) The drug is S=C(S)NCCN1CCNCC1. The result is 0 (non-inhibitor). (4) The molecule is CCc1ccc(NC(=S)N2CCN(c3cccc(C(F)(F)F)c3)CC2)cc1. The result is 0 (non-inhibitor). (5) The drug is N#Cc1cc([N+](=O)[O-])cnc1NCC(O)CO. The result is 0 (non-inhibitor). (6) The drug is c1c[nH]c(CN2CCOCC2)n1. The result is 0 (non-inhibitor). (7) The compound is Cc1cc(C)n(C(=O)c2cc3c(s2)CCCC3)n1. The result is 1 (inhibitor).